Task: Predict the reaction yield, written as a fraction of the theoretical maximum amount of product (1.0 means a 100% yield; for example, 0.34 means a 34% yield).. Dataset: Reaction yield outcomes from USPTO patents with 853,638 reactions (1) The reactants are [CH3:1][O:2][C:3]1[CH:4]=[C:5]([CH:8]=[CH:9][C:10]=1[O:11]COCCOC)[CH:6]=O.[CH3:18][O:19][C:20]1[CH:21]=[C:22]([CH:26]=[CH:27][C:28]=1[O:29][CH3:30])[CH2:23][C:24]#[N:25]. No catalyst specified. The product is [CH3:18][O:19][C:20]1[CH:21]=[C:22](/[C:23](=[CH:6]/[C:5]2[CH:8]=[CH:9][C:10]([OH:11])=[C:3]([O:2][CH3:1])[CH:4]=2)/[C:24]#[N:25])[CH:26]=[CH:27][C:28]=1[O:29][CH3:30]. The yield is 0.510. (2) The reactants are Cl.Cl.[CH3:3][C@H:4]1[CH2:8][CH2:7][CH2:6][N:5]1[C@H:9]1[CH2:13][CH2:12][NH:11][CH2:10]1.CC([O-])(C)C.[Na+].[C:20]([O:24][C:25](=[O:33])[C:26]1[CH:31]=[CH:30][C:29](Br)=[CH:28][CH:27]=1)([CH3:23])([CH3:22])[CH3:21].C1(C)C=CC=CC=1. The catalyst is CO.C1C=CC(P(C2C(C3C(P(C4C=CC=CC=4)C4C=CC=CC=4)=CC=C4C=3C=CC=C4)=C3C(C=CC=C3)=CC=2)C2C=CC=CC=2)=CC=1. The product is [C:20]([O:24][C:25](=[O:33])[C:26]1[CH:31]=[CH:30][C:29]([N:11]2[CH2:12][CH2:13][C@H:9]([N:5]3[CH2:6][CH2:7][CH2:8][C@@H:4]3[CH3:3])[CH2:10]2)=[CH:28][CH:27]=1)([CH3:23])([CH3:21])[CH3:22]. The yield is 0.800. (3) The reactants are [CH2:1]([O:8][C:9]1[CH:28]=[C:27]([CH2:29][CH3:30])[CH:26]=[CH:25][C:10]=1[O:11][C:12]1[CH:17]=[CH:16][C:15]([N:18]2[CH2:22][CH2:21][O:20]C2=O)=[CH:14][C:13]=1[F:24])[C:2]1[CH:7]=[CH:6][CH:5]=[CH:4][CH:3]=1.[OH-].[Ba+2].[OH-]. The catalyst is CO.O. The product is [CH2:1]([O:8][C:9]1[CH:28]=[C:27]([CH2:29][CH3:30])[CH:26]=[CH:25][C:10]=1[O:11][C:12]1[CH:17]=[CH:16][C:15]([NH:18][CH2:22][CH2:21][OH:20])=[CH:14][C:13]=1[F:24])[C:2]1[CH:3]=[CH:4][CH:5]=[CH:6][CH:7]=1. The yield is 0.916. (4) The reactants are [CH3:1][C@@H:2]1[CH2:6][N:5]([C:7]([O:9]C(C)(C)C)=O)[C@H:4]([C:14]2[NH:18][C:17]3[C:19]4[C:24]([CH:25]=[CH:26][C:16]=3[N:15]=2)=[CH:23][C:22]2[C:27]3[C:32]([CH2:33][O:34][C:21]=2[CH:20]=4)=[CH:31][C:30]([B:35]2[O:39][C:38]([CH3:41])([CH3:40])[C:37]([CH3:43])([CH3:42])[O:36]2)=[CH:29][CH:28]=3)[CH2:3]1.Cl.[CH3:45][O:46][C:47]([NH:49][C@@H:50]([CH:54]([CH3:56])[CH3:55])C(O)=O)=[O:48].CN(C(ON1N=NC2C=CC=NC1=2)=[N+](C)C)C.F[P-](F)(F)(F)(F)F.CCN(C(C)C)C(C)C. The catalyst is C(Cl)Cl.CCOC(C)=O.CN(C=O)C.CO. The product is [CH3:55][CH:54]([CH3:56])[C@H:50]([NH:49][C:47](=[O:48])[O:46][CH3:45])[C:7]([N:5]1[CH2:6][C@@H:2]([CH3:1])[CH2:3][C@H:4]1[C:14]1[NH:18][C:17]2[C:19]3[C:24]([CH:25]=[CH:26][C:16]=2[N:15]=1)=[CH:23][C:22]1[C:27]2[C:32]([CH2:33][O:34][C:21]=1[CH:20]=3)=[CH:31][C:30]([B:35]1[O:39][C:38]([CH3:41])([CH3:40])[C:37]([CH3:42])([CH3:43])[O:36]1)=[CH:29][CH:28]=2)=[O:9]. The yield is 0.570.